This data is from Reaction yield outcomes from USPTO patents with 853,638 reactions. The task is: Predict the reaction yield, written as a fraction of the theoretical maximum amount of product (1.0 means a 100% yield; for example, 0.34 means a 34% yield). (1) The reactants are [CH2:1]([Li])CCC.[Cl:6][C:7]1[N:8]=[C:9]([C:14]([NH:16][C@H:17]2[CH2:22][CH2:21][N:20]([C:23]3[S:24][C:25]([C:30]([O:32][CH2:33][CH3:34])=[O:31])=[C:26]([CH:28]=O)[N:27]=3)[CH2:19][C@H:18]2[O:35][CH3:36])=[O:15])[NH:10][C:11]=1[CH2:12][CH3:13]. The catalyst is [Br-].C[P+](C1C=CC=CC=1)(C1C=CC=CC=1)C1C=CC=CC=1.C1COCC1.[Cl-].[Na+].O. The product is [Cl:6][C:7]1[N:8]=[C:9]([C:14]([NH:16][C@H:17]2[CH2:22][CH2:21][N:20]([C:23]3[S:24][C:25]([C:30]([O:32][CH2:33][CH3:34])=[O:31])=[C:26]([CH:28]=[CH2:1])[N:27]=3)[CH2:19][C@H:18]2[O:35][CH3:36])=[O:15])[NH:10][C:11]=1[CH2:12][CH3:13]. The yield is 0.210. (2) The reactants are [F:1][C:2]1[C:10]([O:11][C:12]2[C:21]3[C:16](=[CH:17][C:18]([O:23][CH3:24])=[C:19]([OH:22])[CH:20]=3)[N:15]=[CH:14][N:13]=2)=[CH:9][CH:8]=[C:7]2[C:3]=1[CH:4]=[CH:5][NH:6]2.[C:25]([N:28]1[CH2:33][CH2:32][N:31]([CH2:34][CH2:35]O)[CH2:30][CH2:29]1)(=[O:27])[CH3:26].C1(P(C2C=CC=CC=2)C2C=CC=CC=2)C=CC=CC=1.N(C(OC(C)C)=O)=NC(OC(C)C)=O. The catalyst is ClCCl. The product is [C:25]([N:28]1[CH2:33][CH2:32][N:31]([CH2:34][CH2:35][O:22][C:19]2[CH:20]=[C:21]3[C:16](=[CH:17][C:18]=2[O:23][CH3:24])[N:15]=[CH:14][N:13]=[C:12]3[O:11][C:10]2[C:2]([F:1])=[C:3]3[C:7](=[CH:8][CH:9]=2)[NH:6][CH:5]=[CH:4]3)[CH2:30][CH2:29]1)(=[O:27])[CH3:26]. The yield is 0.680. (3) The reactants are [NH2:1][C:2]1[CH:10]=[CH:9][CH:8]=[C:7]([F:11])[C:3]=1[C:4]([OH:6])=[O:5].[Br:12]Br. The catalyst is CO. The product is [NH2:1][C:2]1[C:3]([C:4]([OH:6])=[O:5])=[C:7]([F:11])[C:8]([Br:12])=[CH:9][CH:10]=1. The yield is 0.500. (4) The reactants are Cl[C:2]1[N:7]=[N:6][C:5]2[C:8]3[CH:16]=[CH:15][CH:14]=[CH:13][C:9]=3[CH2:10][CH2:11][CH2:12][C:4]=2[CH:3]=1.[NH2:17][NH2:18].O. The catalyst is C(O)C. The product is [NH:17]([C:2]1[N:7]=[N:6][C:5]2[C:8]3[CH:16]=[CH:15][CH:14]=[CH:13][C:9]=3[CH2:10][CH2:11][CH2:12][C:4]=2[CH:3]=1)[NH2:18]. The yield is 0.980. (5) The reactants are [CH3:1][C:2]([CH3:7])=[CH:3][C:4](O)=[O:5].[Cl-].[Al+3].[Cl-].[Cl-].[CH:12]1[CH:17]=[CH:16][CH:15]=[CH:14][CH:13]=1. No catalyst specified. The product is [CH3:1][C:2]1([CH3:7])[C:17]2[C:12](=[CH:13][CH:14]=[CH:15][CH:16]=2)[C:4](=[O:5])[CH2:3]1. The yield is 0.730. (6) The reactants are C[O:2][C:3]([C:5]1[N:6]([CH3:25])[N:7]=[C:8]([O:10][CH2:11][C:12]2[C:13]([C:18]3[CH:23]=[CH:22][C:21]([F:24])=[CH:20][CH:19]=3)=[N:14][O:15][C:16]=2[CH3:17])[CH:9]=1)=[O:4].[OH-].[Na+].Cl. The catalyst is O1CCOCC1. The product is [F:24][C:21]1[CH:22]=[CH:23][C:18]([C:13]2[C:12]([CH2:11][O:10][C:8]3[CH:9]=[C:5]([C:3]([OH:4])=[O:2])[N:6]([CH3:25])[N:7]=3)=[C:16]([CH3:17])[O:15][N:14]=2)=[CH:19][CH:20]=1. The yield is 0.920. (7) The reactants are [OH:1][C:2]12[CH2:11][CH:6]3[CH2:7][CH:8]([CH2:10][C:4]([O:12][C:13](=[O:17])[C:14]([CH3:16])=[CH2:15])([CH2:5]3)[CH2:3]1)[CH2:9]2.[CH2:18]([O:20][CH:21]=[CH2:22])[CH3:19].C([O-])([O-])=O.[Na+].[Na+]. The catalyst is O1CCCC1.Cl. The product is [CH2:18]([O:20][CH:21]([O:1][C:2]12[CH2:11][CH:6]3[CH2:7][CH:8]([CH2:10][C:4]([O:12][C:13](=[O:17])[C:14]([CH3:16])=[CH2:15])([CH2:5]3)[CH2:3]1)[CH2:9]2)[CH3:22])[CH3:19]. The yield is 0.990. (8) The reactants are [F:1][C:2]1[CH:35]=[C:34]([F:36])[CH:33]=[CH:32][C:3]=1[CH2:4][C:5]1[C:6]([C:27]([O:29][CH2:30][CH3:31])=[O:28])=[C:7]([C:18]2[CH:26]=[CH:25][C:21]([C:22](O)=[O:23])=[CH:20][CH:19]=2)[C:8]2[C:15](=[O:16])[N:14]3[C@@H:10]([CH2:11][CH2:12][CH2:13]3)[C:9]=2[N:17]=1.CCN=C=NCCCN(C)C.C1C=CC2N(O)N=NC=2C=1.[N:58]1([NH2:67])[C:66]2[C:61](=[CH:62][CH:63]=[CH:64][CH:65]=2)[CH2:60][CH2:59]1. The catalyst is ClCCl. The product is [F:1][C:2]1[CH:35]=[C:34]([F:36])[CH:33]=[CH:32][C:3]=1[CH2:4][C:5]1[C:6]([C:27]([O:29][CH2:30][CH3:31])=[O:28])=[C:7]([C:18]2[CH:19]=[CH:20][C:21]([C:22]([NH:67][N:58]3[C:66]4[C:61](=[CH:62][CH:63]=[CH:64][CH:65]=4)[CH2:60][CH2:59]3)=[O:23])=[CH:25][CH:26]=2)[C:8]2[C:15](=[O:16])[N:14]3[C@@H:10]([CH2:11][CH2:12][CH2:13]3)[C:9]=2[N:17]=1. The yield is 0.380.